From a dataset of Reaction yield outcomes from USPTO patents with 853,638 reactions. Predict the reaction yield, written as a fraction of the theoretical maximum amount of product (1.0 means a 100% yield; for example, 0.34 means a 34% yield). (1) The product is [Cl:2][C:3]1[CH:8]=[CH:7][C:6]([OH:9])=[C:5]([CH:10]2[CH2:11][CH2:12][N:13]([C:25]([O:27][C:28]([CH3:31])([CH3:30])[CH3:29])=[O:26])[CH2:14][CH2:15]2)[CH:4]=1. The catalyst is ClCCl. The yield is 1.00. The reactants are Br.[Cl:2][C:3]1[CH:8]=[CH:7][C:6]([OH:9])=[C:5]([CH:10]2[CH2:15][CH2:14][NH:13][CH2:12][CH2:11]2)[CH:4]=1.C(N(C(C)C)C(C)C)C.[C:25](O[C:25]([O:27][C:28]([CH3:31])([CH3:30])[CH3:29])=[O:26])([O:27][C:28]([CH3:31])([CH3:30])[CH3:29])=[O:26].O. (2) The reactants are [Br:1][C:2]1[CH:3]=[C:4]([F:11])[C:5]([CH2:9]Br)=[C:6]([F:8])[CH:7]=1.[C-:12]#[N:13].[K+]. The catalyst is CN(C=O)C.O. The product is [Br:1][C:2]1[CH:3]=[C:4]([F:11])[C:5]([CH2:9][C:12]#[N:13])=[C:6]([F:8])[CH:7]=1. The yield is 0.459.